The task is: Predict the reactants needed to synthesize the given product.. This data is from Full USPTO retrosynthesis dataset with 1.9M reactions from patents (1976-2016). (1) Given the product [F:1][C:2]1[CH:7]=[CH:6][C:5]([CH:8]([OH:29])[CH:9]([CH2:15][C:16]2[CH:21]=[CH:20][CH:19]=[C:18]([CH2:22][C:23]([F:28])([F:27])[CH:24]([F:26])[F:25])[CH:17]=2)[C:10]([OH:12])=[O:11])=[CH:4][CH:3]=1, predict the reactants needed to synthesize it. The reactants are: [F:1][C:2]1[CH:7]=[CH:6][C:5]([CH:8]([OH:29])[CH:9]([CH2:15][C:16]2[CH:21]=[CH:20][CH:19]=[C:18]([CH2:22][C:23]([F:28])([F:27])[CH:24]([F:26])[F:25])[CH:17]=2)[C:10]([O:12]CC)=[O:11])=[CH:4][CH:3]=1.[OH-].[Na+].CO.O. (2) Given the product [O:23]1[C:22]2[CH:21]=[CH:20][CH:19]=[C:18]([C:16]([NH:15][C:6]3([C:4]([OH:5])=[O:3])[CH2:7][C:8]4[C:13](=[CH:12][CH:11]=[CH:10][CH:9]=4)[CH2:14]3)=[O:17])[C:27]=2[O:26][CH2:25][CH2:24]1, predict the reactants needed to synthesize it. The reactants are: C([O:3][C:4]([C:6]1([NH:15][C:16]([C:18]2[C:27]3[O:26][CH2:25][CH2:24][O:23][C:22]=3[CH:21]=[CH:20][CH:19]=2)=[O:17])[CH2:14][C:13]2[C:8](=[CH:9][CH:10]=[CH:11][CH:12]=2)[CH2:7]1)=[O:5])C.[OH-].[K+].O. (3) Given the product [C:29]([NH:1][C:2]1[CH:3]=[C:4]([NH:12][C:13]2[C:18]([N+:19]([O-:21])=[O:20])=[CH:17][CH:16]=[CH:15][N:14]=2)[CH:5]=[C:6]([C:8]([O:10][CH3:11])=[O:9])[CH:7]=1)(=[O:31])[CH3:30], predict the reactants needed to synthesize it. The reactants are: [NH2:1][C:2]1[CH:3]=[C:4]([NH:12][C:13]2[C:18]([N+:19]([O-:21])=[O:20])=[CH:17][CH:16]=[CH:15][N:14]=2)[CH:5]=[C:6]([C:8]([O:10][CH3:11])=[O:9])[CH:7]=1.C(N(CC)CC)C.[C:29](OC(=O)C)(=[O:31])[CH3:30].C(=O)(O)[O-].[Na+].